Dataset: Merck oncology drug combination screen with 23,052 pairs across 39 cell lines. Task: Regression. Given two drug SMILES strings and cell line genomic features, predict the synergy score measuring deviation from expected non-interaction effect. (1) Drug 1: COc1cc(C2c3cc4c(cc3C(OC3OC5COC(C)OC5C(O)C3O)C3COC(=O)C23)OCO4)cc(OC)c1O. Drug 2: O=C(CCCCCCC(=O)Nc1ccccc1)NO. Cell line: ZR751. Synergy scores: synergy=22.8. (2) Drug 1: CC1(c2nc3c(C(N)=O)cccc3[nH]2)CCCN1. Drug 2: NC1CCCCC1N.O=C(O)C(=O)O.[Pt+2]. Cell line: HT144. Synergy scores: synergy=-25.7. (3) Synergy scores: synergy=-6.12. Cell line: COLO320DM. Drug 1: CN(Cc1cnc2nc(N)nc(N)c2n1)c1ccc(C(=O)NC(CCC(=O)O)C(=O)O)cc1. Drug 2: CS(=O)(=O)CCNCc1ccc(-c2ccc3ncnc(Nc4ccc(OCc5cccc(F)c5)c(Cl)c4)c3c2)o1. (4) Drug 1: CCC1=CC2CN(C1)Cc1c([nH]c3ccccc13)C(C(=O)OC)(c1cc3c(cc1OC)N(C)C1C(O)(C(=O)OC)C(OC(C)=O)C4(CC)C=CCN5CCC31C54)C2. Drug 2: C#Cc1cccc(Nc2ncnc3cc(OCCOC)c(OCCOC)cc23)c1. Cell line: UACC62. Synergy scores: synergy=33.6.